From a dataset of Full USPTO retrosynthesis dataset with 1.9M reactions from patents (1976-2016). Predict the reactants needed to synthesize the given product. (1) Given the product [CH3:12][NH:11][S:8]([C:7]1[C:2]([N:13]2[CH2:18][CH2:17][NH:16][CH2:15][CH2:14]2)=[N:3][CH:4]=[CH:5][CH:6]=1)(=[O:10])=[O:9], predict the reactants needed to synthesize it. The reactants are: Cl[C:2]1[C:7]([S:8]([NH:11][CH3:12])(=[O:10])=[O:9])=[CH:6][CH:5]=[CH:4][N:3]=1.[NH:13]1[CH2:18][CH2:17][NH:16][CH2:15][CH2:14]1.C(N(CC)C(C)C)(C)C. (2) Given the product [ClH:24].[ClH:24].[CH3:22][N:19]1[CH2:20][CH2:21][CH:16]([CH2:15][O:14][C:10]2[CH:9]=[C:8]([NH2:7])[CH:13]=[CH:12][CH:11]=2)[CH2:17][CH2:18]1, predict the reactants needed to synthesize it. The reactants are: C(OC(=O)[NH:7][C:8]1[CH:13]=[CH:12][CH:11]=[C:10]([O:14][CH2:15][CH:16]2[CH2:21][CH2:20][N:19]([CH3:22])[CH2:18][CH2:17]2)[CH:9]=1)(C)(C)C.[ClH:24]. (3) Given the product [Br:22][CH:23]([CH2:27][CH2:28][Br:29])[C:24]([NH:1][CH:2]1[CH2:3][CH2:4][N:5]([C:8]([O:10][C:11]([CH3:14])([CH3:13])[CH3:12])=[O:9])[CH2:6][CH2:7]1)=[O:25], predict the reactants needed to synthesize it. The reactants are: [NH2:1][CH:2]1[CH2:7][CH2:6][N:5]([C:8]([O:10][C:11]([CH3:14])([CH3:13])[CH3:12])=[O:9])[CH2:4][CH2:3]1.C(N(CC)CC)C.[Br:22][CH:23]([CH2:27][CH2:28][Br:29])[C:24](Cl)=[O:25].C([O-])(O)=O.[Na+]. (4) Given the product [C:31]([O:30][C:29](=[O:35])[NH:28][C:25]#[C:26][CH2:27][C:2]1[CH:7]=[CH:6][CH:5]=[C:4]([C:8]2[C:14]3[CH:15]=[C:16]([O:21][CH3:22])[C:17]([O:19][CH3:20])=[CH:18][C:13]=3[N:12]([CH3:23])[C:11](=[O:24])[CH2:10][N:9]=2)[CH:3]=1)([CH3:34])([CH3:33])[CH3:32], predict the reactants needed to synthesize it. The reactants are: Br[C:2]1[CH:3]=[C:4]([C:8]2[C:14]3[CH:15]=[C:16]([O:21][CH3:22])[C:17]([O:19][CH3:20])=[CH:18][C:13]=3[N:12]([CH3:23])[C:11](=[O:24])[CH2:10][N:9]=2)[CH:5]=[CH:6][CH:7]=1.[CH2:25]([NH:28][C:29](=[O:35])[O:30][C:31]([CH3:34])([CH3:33])[CH3:32])[C:26]#[CH:27].C1C=CC(P(C2C=CC=CC=2)C2C=CC=CC=2)=CC=1. (5) Given the product [CH:1]1([CH:7]([C:18]2[CH:22]=[C:21]([C:23]3[CH:28]=[CH:27][C:26]([Cl:29])=[CH:25][C:24]=3[Cl:30])[O:20][C:19]=2[CH3:31])[O:8][C:9]2[CH:17]=[CH:16][C:12]([C:13]([N:33]([CH3:32])[CH2:34][CH2:35][C:36]([OH:38])=[O:37])=[O:14])=[CH:11][CH:10]=2)[CH2:6][CH2:5][CH2:4][CH2:3][CH2:2]1, predict the reactants needed to synthesize it. The reactants are: [CH:1]1([CH:7]([C:18]2[CH:22]=[C:21]([C:23]3[CH:28]=[CH:27][C:26]([Cl:29])=[CH:25][C:24]=3[Cl:30])[O:20][C:19]=2[CH3:31])[O:8][C:9]2[CH:17]=[CH:16][C:12]([C:13](O)=[O:14])=[CH:11][CH:10]=2)[CH2:6][CH2:5][CH2:4][CH2:3][CH2:2]1.[CH3:32][NH:33][CH2:34][CH2:35][C:36]([O:38]CC)=[O:37].